Dataset: Full USPTO retrosynthesis dataset with 1.9M reactions from patents (1976-2016). Task: Predict the reactants needed to synthesize the given product. (1) Given the product [OH:27][NH:26][C:20]([C:18]1[CH:17]=[CH:16][C:13]2[C:14](=[O:15])[N:8]([CH2:7][C:6]3[CH:24]=[CH:25][C:3]([O:2][CH3:1])=[CH:4][CH:5]=3)[CH2:9][CH2:10][O:11][C:12]=2[CH:19]=1)=[O:21], predict the reactants needed to synthesize it. The reactants are: [CH3:1][O:2][C:3]1[CH:25]=[CH:24][C:6]([CH2:7][N:8]2[C:14](=[O:15])[C:13]3[CH:16]=[CH:17][C:18]([C:20](OC)=[O:21])=[CH:19][C:12]=3[O:11][CH2:10][CH2:9]2)=[CH:5][CH:4]=1.[NH2:26][OH:27].[OH-].[Na+].Cl. (2) Given the product [Br:1][C:2]1[N:7]=[C:6]([NH:8][CH2:9][CH:10]2[CH2:15][CH2:14][O:13][CH2:12][CH2:11]2)[C:5]([Cl:16])=[CH:4][CH:3]=1, predict the reactants needed to synthesize it. The reactants are: [Br:1][C:2]1[N:7]=[C:6]([NH:8][CH2:9][CH:10]2[CH2:15][CH2:14][O:13][CH2:12][CH2:11]2)[CH:5]=[CH:4][CH:3]=1.[Cl:16]N1C(=O)CCC1=O. (3) Given the product [OH:48][CH:47]([C:45]1[N:44]=[CH:43][N:42]([C:23]([C:24]2[CH:29]=[CH:28][CH:27]=[CH:26][CH:25]=2)([C:30]2[CH:31]=[CH:32][CH:33]=[CH:34][CH:35]=2)[C:36]2[CH:41]=[CH:40][CH:39]=[CH:38][CH:37]=2)[CH:46]=1)[CH:15]1[CH2:14][CH2:13][CH2:12][N:11]([C:16]([O:18][C:19]([CH3:22])([CH3:21])[CH3:20])=[O:17])[C:10]1=[O:9], predict the reactants needed to synthesize it. The reactants are: C([N-]C(C)C)(C)C.[Li+].[O:9]=[C:10]1[CH2:15][CH2:14][CH2:13][CH2:12][N:11]1[C:16]([O:18][C:19]([CH3:22])([CH3:21])[CH3:20])=[O:17].[C:23]([N:42]1[CH:46]=[C:45]([CH:47]=[O:48])[N:44]=[CH:43]1)([C:36]1[CH:41]=[CH:40][CH:39]=[CH:38][CH:37]=1)([C:30]1[CH:35]=[CH:34][CH:33]=[CH:32][CH:31]=1)[C:24]1[CH:29]=[CH:28][CH:27]=[CH:26][CH:25]=1.[Cl-].[NH4+].